Binary classification across 12 toxicity assays. From a dataset of Tox21: 12 toxicity assays (nuclear receptors and stress response pathways). (1) The compound is Nc1ccc(O)cc1. It tested positive (active) for: NR-AhR (Aryl hydrocarbon Receptor agonist activity), NR-PPAR-gamma (PPAR-gamma nuclear receptor agonist), SR-ATAD5 (ATAD5 genotoxicity (DNA damage)), SR-HSE (Heat Shock Element response), SR-MMP (Mitochondrial Membrane Potential disruption), and SR-p53 (p53 tumor suppressor activation). (2) The drug is CCCCC/C=C\C=C\C(=O)OCC. It tested positive (active) for: SR-MMP (Mitochondrial Membrane Potential disruption). (3) The molecule is NC(=O)CCCCC1CCSS1. It tested positive (active) for: NR-ER (Estrogen Receptor agonist activity), and NR-ER-LBD (Estrogen Receptor Ligand Binding Domain agonist).